This data is from Peptide-MHC class I binding affinity with 185,985 pairs from IEDB/IMGT. The task is: Regression. Given a peptide amino acid sequence and an MHC pseudo amino acid sequence, predict their binding affinity value. This is MHC class I binding data. (1) The binding affinity (normalized) is 1.00. The MHC is HLA-B42:01 with pseudo-sequence HLA-B42:01. The peptide sequence is RPMTYKAAV. (2) The MHC is HLA-A30:01 with pseudo-sequence HLA-A30:01. The peptide sequence is SHEGEGIPL. The binding affinity (normalized) is 0.0847. (3) The peptide sequence is TVLDHILQK. The MHC is HLA-A29:02 with pseudo-sequence HLA-A29:02. The binding affinity (normalized) is 0.0847. (4) The MHC is HLA-A02:06 with pseudo-sequence HLA-A02:06. The binding affinity (normalized) is 0. The peptide sequence is ETLNEYKQL.